Dataset: Forward reaction prediction with 1.9M reactions from USPTO patents (1976-2016). Task: Predict the product of the given reaction. (1) The product is: [C:13]([O:16][C@H:17]([CH3:19])[CH2:18][O:11][C:7]([CH3:10])([CH3:9])[CH3:8])(=[O:15])[CH3:14]. Given the reactants C([O-])([O-])=O.[Na+].[Na+].[C:7]([O:11][K])([CH3:10])([CH3:9])[CH3:8].[C:13]([O:16][C:17]([CH3:19])=[CH2:18])(=[O:15])[CH3:14], predict the reaction product. (2) The product is: [C:22]1([C:6]2[CH:11]=[CH:10][C:9]3[C:8]([CH:7]=2)=[N:12][C:13]2[C:14](=[CH:18][CH:19]=[CH:20][CH:21]=2)[C:15]=3[Cl:3])[CH:27]=[CH:26][CH:25]=[CH:24][CH:23]=1. Given the reactants P(Cl)(Cl)([Cl:3])=O.[C:6]1([C:22]2[CH:27]=[CH:26][CH:25]=[CH:24][CH:23]=2)[CH:11]=[CH:10][CH:9]=[C:8]([NH:12][C:13]2[CH:21]=[CH:20][CH:19]=[CH:18][C:14]=2[C:15](O)=O)[CH:7]=1.[NH4+].[OH-], predict the reaction product. (3) Given the reactants [CH:1]1([C:4]2[N:25](S(C3C=CC=CC=3)(=O)=O)[C:7]3[N:8]=[N:9][C:10]([CH2:12][CH2:13][CH2:14][CH2:15][N:16]4[CH:20]=[C:19]([C:21]([O:23]C)=[O:22])[N:18]=[N:17]4)=[CH:11][C:6]=3[C:5]=2[CH3:35])[CH2:3][CH2:2]1.[Li+].[OH-], predict the reaction product. The product is: [CH:1]1([C:4]2[NH:25][C:7]3[N:8]=[N:9][C:10]([CH2:12][CH2:13][CH2:14][CH2:15][N:16]4[CH:20]=[C:19]([C:21]([OH:23])=[O:22])[N:18]=[N:17]4)=[CH:11][C:6]=3[C:5]=2[CH3:35])[CH2:3][CH2:2]1.